The task is: Predict the product of the given reaction.. This data is from Forward reaction prediction with 1.9M reactions from USPTO patents (1976-2016). (1) Given the reactants [O:1]=[C:2]1[C:11]2[C:6](=[CH:7][C:8]([C:12](O)=[O:13])=[CH:9][CH:10]=2)[NH:5][C:4](=[S:15])[N:3]1[C:16]1[N:21]=[CH:20][CH:19]=[CH:18][N:17]=1.[Cl:22][C:23]1[CH:24]=[C:25]([CH:28]=[CH:29][CH:30]=1)[CH2:26][NH2:27].CCN(C(C)C)C(C)C.CN(C(ON1N=NC2C=CC=NC1=2)=[N+](C)C)C.F[P-](F)(F)(F)(F)F, predict the reaction product. The product is: [Cl:22][C:23]1[CH:24]=[C:25]([CH:28]=[CH:29][CH:30]=1)[CH2:26][NH:27][C:12]([C:8]1[CH:7]=[C:6]2[C:11]([C:2](=[O:1])[N:3]([C:16]3[N:21]=[CH:20][CH:19]=[CH:18][N:17]=3)[C:4](=[S:15])[NH:5]2)=[CH:10][CH:9]=1)=[O:13]. (2) Given the reactants Cl.[CH:2]1([CH2:5][O:6][C:7]2[CH:8]=[C:9]([C:17]3[C:18]([CH3:30])([CH3:29])[C:19](=[O:28])[N:20]([CH:22]4[CH2:27][CH2:26][NH:25][CH2:24][CH2:23]4)[N:21]=3)[CH:10]=[CH:11][C:12]=2[O:13][CH:14]([F:16])[F:15])[CH2:4][CH2:3]1.[Cl:31][CH2:32][C:33](O[C:33](=[O:34])[CH2:32][Cl:31])=[O:34], predict the reaction product. The product is: [Cl:31][CH2:32][C:33]([N:25]1[CH2:26][CH2:27][CH:22]([N:20]2[C:19](=[O:28])[C:18]([CH3:30])([CH3:29])[C:17]([C:9]3[CH:10]=[CH:11][C:12]([O:13][CH:14]([F:15])[F:16])=[C:7]([O:6][CH2:5][CH:2]4[CH2:3][CH2:4]4)[CH:8]=3)=[N:21]2)[CH2:23][CH2:24]1)=[O:34].